This data is from Forward reaction prediction with 1.9M reactions from USPTO patents (1976-2016). The task is: Predict the product of the given reaction. (1) Given the reactants [F:1][C:2]1[CH:3]=[C:4]([NH:8][C:9]([NH:11][CH:12]2[CH2:17][CH2:16][NH:15][CH2:14][CH2:13]2)=[O:10])[CH:5]=[CH:6][CH:7]=1.C(N(CC)CC)C.[CH3:25][S:26](Cl)(=[O:28])=[O:27].O, predict the reaction product. The product is: [F:1][C:2]1[CH:3]=[C:4]([NH:8][C:9]([NH:11][CH:12]2[CH2:17][CH2:16][N:15]([S:26]([CH3:25])(=[O:28])=[O:27])[CH2:14][CH2:13]2)=[O:10])[CH:5]=[CH:6][CH:7]=1. (2) Given the reactants [Br:1][C:2]1[CH:7]=[C:6]([C:8]([C:19]2[CH:24]=[CH:23][C:22]([Cl:25])=[CH:21][CH:20]=2)([N:13]2[CH:17]=[C:16]([Cl:18])[CH:15]=[N:14]2)[C:9]([F:12])([F:11])[F:10])[CH:5]=[C:4]([Br:26])[C:3]=1[NH:27][C:28](=[O:38])[C:29]1[CH:34]=[CH:33][CH:32]=[C:31]([N+:35]([O-])=O)[CH:30]=1.Cl, predict the reaction product. The product is: [NH2:35][C:31]1[CH:30]=[C:29]([CH:34]=[CH:33][CH:32]=1)[C:28]([NH:27][C:3]1[C:2]([Br:1])=[CH:7][C:6]([C:8]([C:19]2[CH:24]=[CH:23][C:22]([Cl:25])=[CH:21][CH:20]=2)([N:13]2[CH:17]=[C:16]([Cl:18])[CH:15]=[N:14]2)[C:9]([F:10])([F:11])[F:12])=[CH:5][C:4]=1[Br:26])=[O:38]. (3) Given the reactants [C:1]([O:5][C:6](=[O:30])[NH:7][C@@H:8]1[CH2:13][CH2:12][C@H:11]([NH:14]C(OCC2C=CC=CC=2)=O)[C@H:10]([CH2:25][S:26]([CH3:29])(=[O:28])=[O:27])[CH2:9]1)([CH3:4])([CH3:3])[CH3:2].[H][H], predict the reaction product. The product is: [NH2:14][C@H:11]1[CH2:12][CH2:13][C@@H:8]([NH:7][C:6](=[O:30])[O:5][C:1]([CH3:2])([CH3:3])[CH3:4])[CH2:9][C@H:10]1[CH2:25][S:26]([CH3:29])(=[O:28])=[O:27]. (4) Given the reactants [N:1]([CH2:4][CH2:5][C@@H:6]1[CH2:8][C@@H:7]1[CH:9]1[CH2:14][CH2:13][N:12]([C:15]2[N:20]=[CH:19][C:18]([Cl:21])=[CH:17][N:16]=2)[CH2:11][CH2:10]1)=[N+]=[N-].C1(P(C2C=CC=CC=2)C2C=CC=CC=2)C=CC=CC=1.O, predict the reaction product. The product is: [Cl:21][C:18]1[CH:17]=[N:16][C:15]([N:12]2[CH2:13][CH2:14][CH:9]([C@H:7]3[CH2:8][C@H:6]3[CH2:5][CH2:4][NH2:1])[CH2:10][CH2:11]2)=[N:20][CH:19]=1. (5) Given the reactants [F:1][C:2]1[C:10]([F:11])=[C:9]([CH3:12])[CH:8]=[CH:7][C:3]=1[C:4]([OH:6])=[O:5].[CH3:13]O.S(=O)(=O)(O)O, predict the reaction product. The product is: [CH3:13][O:5][C:4](=[O:6])[C:3]1[CH:7]=[CH:8][C:9]([CH3:12])=[C:10]([F:11])[C:2]=1[F:1]. (6) Given the reactants [Cl:1][C:2]1[CH:7]=[CH:6][CH:5]=[CH:4][C:3]=1[C:8]1[N:9]=[C:10]([CH:13]2[O:18][CH2:17][CH2:16][NH:15][CH2:14]2)[NH:11][CH:12]=1.[Cl:19][C:20]1[CH:25]=[C:24](Cl)[N:23]=[C:22]([NH2:27])[N:21]=1.CCN(C(C)C)C(C)C, predict the reaction product. The product is: [Cl:19][C:20]1[CH:25]=[C:24]([N:15]2[CH2:16][CH2:17][O:18][CH:13]([C:10]3[NH:11][CH:12]=[C:8]([C:3]4[CH:4]=[CH:5][CH:6]=[CH:7][C:2]=4[Cl:1])[N:9]=3)[CH2:14]2)[N:23]=[C:22]([NH2:27])[N:21]=1. (7) Given the reactants Cl[C:2]1[N:24]=[C:5]2[C:6]([NH:10][CH2:11][C:12]3[C:13]([N:18]([CH3:23])[S:19]([CH3:22])(=[O:21])=[O:20])=[N:14][CH:15]=[CH:16][CH:17]=3)=[CH:7][CH:8]=[CH:9][N:4]2[N:3]=1.[N:25]1([CH2:30][CH2:31][O:32][C:33]2[CH:38]=[CH:37][C:36]([NH2:39])=[CH:35][CH:34]=2)[CH2:29][CH2:28][CH2:27][CH2:26]1.C1(P(C2CCCCC2)C2C=CC=CC=2C2C=CC=CC=2P(C2CCCCC2)C2CCCCC2)CCCCC1, predict the reaction product. The product is: [CH3:23][N:18]([C:13]1[C:12]([CH2:11][NH:10][C:6]2[C:5]3[N:4]([N:3]=[C:2]([NH:39][C:36]4[CH:37]=[CH:38][C:33]([O:32][CH2:31][CH2:30][N:25]5[CH2:29][CH2:28][CH2:27][CH2:26]5)=[CH:34][CH:35]=4)[N:24]=3)[CH:9]=[CH:8][CH:7]=2)=[CH:17][CH:16]=[CH:15][N:14]=1)[S:19]([CH3:22])(=[O:21])=[O:20]. (8) Given the reactants [CH:1]1([CH2:7][CH2:8][CH2:9][C:10]2[CH:11]=[C:12]([CH:17]=[CH:18][CH:19]=2)[C:13](OC)=[O:14])[CH2:6][CH2:5][CH2:4][CH2:3][CH2:2]1.CC(C[AlH]CC(C)C)C.[K+].C(C(C(C([O-])=O)O)O)([O-])=O.[Na+].CCOC(C)=O, predict the reaction product. The product is: [CH:1]1([CH2:7][CH2:8][CH2:9][C:10]2[CH:11]=[C:12]([CH2:13][OH:14])[CH:17]=[CH:18][CH:19]=2)[CH2:2][CH2:3][CH2:4][CH2:5][CH2:6]1. (9) Given the reactants [NH2:1][C@H:2]([C:5]1[CH:10]=[CH:9][C:8]([OH:11])=[CH:7][C:6]=1[O:12][CH3:13])[CH2:3][OH:4].[CH2:14]([O:21][C:22](Cl)=[O:23])[C:15]1[CH:20]=[CH:19][CH:18]=[CH:17][CH:16]=1.C([O-])(O)=O.[Na+].CO, predict the reaction product. The product is: [CH2:14]([O:21][C:22](=[O:23])[NH:1][C@H:2]([C:5]1[CH:10]=[CH:9][C:8]([OH:11])=[CH:7][C:6]=1[O:12][CH3:13])[CH2:3][OH:4])[C:15]1[CH:20]=[CH:19][CH:18]=[CH:17][CH:16]=1.